This data is from NCI-60 drug combinations with 297,098 pairs across 59 cell lines. The task is: Regression. Given two drug SMILES strings and cell line genomic features, predict the synergy score measuring deviation from expected non-interaction effect. (1) Drug 1: CNC(=O)C1=CC=CC=C1SC2=CC3=C(C=C2)C(=NN3)C=CC4=CC=CC=N4. Drug 2: CC1C(C(CC(O1)OC2CC(CC3=C2C(=C4C(=C3O)C(=O)C5=C(C4=O)C(=CC=C5)OC)O)(C(=O)C)O)N)O.Cl. Cell line: SW-620. Synergy scores: CSS=34.2, Synergy_ZIP=0.543, Synergy_Bliss=0.649, Synergy_Loewe=-15.4, Synergy_HSA=-1.48. (2) Drug 1: CC1=C(C=C(C=C1)NC2=NC=CC(=N2)N(C)C3=CC4=NN(C(=C4C=C3)C)C)S(=O)(=O)N.Cl. Drug 2: CC1=C(C=C(C=C1)NC(=O)C2=CC=C(C=C2)CN3CCN(CC3)C)NC4=NC=CC(=N4)C5=CN=CC=C5. Cell line: SK-MEL-5. Synergy scores: CSS=2.87, Synergy_ZIP=-0.970, Synergy_Bliss=-5.74, Synergy_Loewe=-12.1, Synergy_HSA=-7.93. (3) Drug 1: CC1=C(C=C(C=C1)C(=O)NC2=CC(=CC(=C2)C(F)(F)F)N3C=C(N=C3)C)NC4=NC=CC(=N4)C5=CN=CC=C5. Drug 2: C1=NC(=NC(=O)N1C2C(C(C(O2)CO)O)O)N. Cell line: PC-3. Synergy scores: CSS=-2.04, Synergy_ZIP=0.0694, Synergy_Bliss=2.84, Synergy_Loewe=-11.3, Synergy_HSA=-6.67. (4) Drug 1: CN1CCC(CC1)COC2=C(C=C3C(=C2)N=CN=C3NC4=C(C=C(C=C4)Br)F)OC. Cell line: MDA-MB-435. Synergy scores: CSS=4.16, Synergy_ZIP=5.02, Synergy_Bliss=10.6, Synergy_Loewe=3.39, Synergy_HSA=6.18. Drug 2: CC1=C(C=C(C=C1)NC2=NC=CC(=N2)N(C)C3=CC4=NN(C(=C4C=C3)C)C)S(=O)(=O)N.Cl.